From a dataset of Full USPTO retrosynthesis dataset with 1.9M reactions from patents (1976-2016). Predict the reactants needed to synthesize the given product. (1) Given the product [F:20][C:21]1[CH:26]=[CH:25][C:24]([C:27]([F:30])([F:29])[F:28])=[CH:23][C:22]=1[NH:31][C:32](=[O:33])[NH:1][C:2]1[CH:3]=[CH:4][C:5]([C:8]2[C:16]3[C:11](=[CH:12][N:13]=[CH:14][CH:15]=3)[NH:10][C:9]=2[C:17]([NH2:19])=[O:18])=[CH:6][CH:7]=1, predict the reactants needed to synthesize it. The reactants are: [NH2:1][C:2]1[CH:7]=[CH:6][C:5]([C:8]2[C:16]3[C:11](=[CH:12][N:13]=[CH:14][CH:15]=3)[NH:10][C:9]=2[C:17]([NH2:19])=[O:18])=[CH:4][CH:3]=1.[F:20][C:21]1[CH:26]=[CH:25][C:24]([C:27]([F:30])([F:29])[F:28])=[CH:23][C:22]=1[N:31]=[C:32]=[O:33]. (2) Given the product [CH:1]1([CH:7]([OH:25])[C:8]23[C:22](=[O:24])[O:23][C:12]2([CH3:13])[CH:11]([CH2:15][CH2:16][CH2:17][CH2:18][CH2:19][CH3:20])[C:10](=[O:21])[NH:9]3)[CH2:6][CH2:5][CH2:4][CH:3]=[CH:2]1, predict the reactants needed to synthesize it. The reactants are: [CH:1]1([CH:7]([OH:25])[C:8]2([C:22]([OH:24])=[O:23])[C:12](O)([CH3:13])[CH:11]([CH2:15][CH2:16][CH2:17][CH2:18][CH2:19][CH3:20])[C:10](=[O:21])[NH:9]2)[CH2:6][CH2:5][CH2:4][CH:3]=[CH:2]1.C(N(CC)CC)C.C1N(P(Cl)(N2C(=O)OCC2)=O)C(=O)OC1.C(=O)([O-])O.[Na+].